This data is from Reaction yield outcomes from USPTO patents with 853,638 reactions. The task is: Predict the reaction yield, written as a fraction of the theoretical maximum amount of product (1.0 means a 100% yield; for example, 0.34 means a 34% yield). (1) The reactants are [Br:1][C:2]1[CH:7]=[CH:6][C:5]([C:8]2[N:12]([C:13]3[CH:18]=[C:17]([C:19]#N)[CH:16]=[CH:15][N:14]=3)[N:11]=[CH:10][CH:9]=2)=[CH:4][CH:3]=1.[OH-:21].[Na+].Cl.C[OH:25]. No catalyst specified. The product is [Br:1][C:2]1[CH:7]=[CH:6][C:5]([C:8]2[N:12]([C:13]3[CH:18]=[C:17]([C:19]([OH:25])=[O:21])[CH:16]=[CH:15][N:14]=3)[N:11]=[CH:10][CH:9]=2)=[CH:4][CH:3]=1. The yield is 0.870. (2) The catalyst is ClCCCl. The product is [F:22][C:20]1([F:23])[O:19][C:18]2[CH:24]=[CH:25][C:15]([NH:14][C:12](=[O:13])[C:11]3[CH:26]=[CH:27][CH:28]=[CH:29][C:10]=3[NH:9][CH2:8][C:6]3[CH:5]=[CH:4][N:3]=[C:2]([NH:1][C:32]([N:31]([CH3:35])[CH3:30])=[O:33])[CH:7]=3)=[CH:16][C:17]=2[O:21]1. The reactants are [NH2:1][C:2]1[CH:7]=[C:6]([CH2:8][NH:9][C:10]2[CH:29]=[CH:28][CH:27]=[CH:26][C:11]=2[C:12]([NH:14][C:15]2[CH:25]=[CH:24][C:18]3[O:19][C:20]([F:23])([F:22])[O:21][C:17]=3[CH:16]=2)=[O:13])[CH:5]=[CH:4][N:3]=1.[CH3:30][N:31]([CH3:35])[C:32](Cl)=[O:33]. The yield is 0.341. (3) The product is [C:9]1([NH:8][C:4]2[CH:3]=[C:2]([B:15]([OH:18])[OH:16])[CH:7]=[CH:6][CH:5]=2)[CH:10]=[CH:11][CH:12]=[CH:13][CH:14]=1. The reactants are Br[C:2]1[CH:3]=[C:4]([NH:8][C:9]2[CH:14]=[CH:13][CH:12]=[CH:11][CH:10]=2)[CH:5]=[CH:6][CH:7]=1.[B:15](OC)([O:18]C)[O:16]C.CN(CCN(C)C)C.[Li]CCCC.Cl. The catalyst is C1(C)C=CC=CC=1.C1COCC1. The yield is 0.250. (4) The reactants are [Br:1][C:2]1[N:6]=[C:5]([O:7][CH3:8])[NH:4][N:3]=1.Cl[CH2:10][C:11]1[CH:16]=[CH:15][C:14]([O:17][CH3:18])=[CH:13][CH:12]=1.C(N(C(C)C)C(C)C)C.[I-].[K+]. The catalyst is O.C(#N)C. The product is [Br:1][C:2]1[N:3]([CH2:10][C:11]2[CH:16]=[CH:15][C:14]([O:17][CH3:18])=[CH:13][CH:12]=2)[N:4]=[C:5]([O:7][CH3:8])[N:6]=1. The yield is 0.200. (5) The reactants are [Cl:1][C:2]1[N:11]=[C:10]([N:12]([C:14]2[CH:19]=[CH:18][C:17]([O:20]C)=[CH:16][CH:15]=2)[CH3:13])[C:9]2[C:4](=[CH:5][CH:6]=[CH:7][CH:8]=2)[N:3]=1.B(Br)(Br)Br. The catalyst is ClCCl.C(OCC)(=O)C. The product is [Cl:1][C:2]1[N:11]=[C:10]([N:12]([C:14]2[CH:15]=[CH:16][C:17]([OH:20])=[CH:18][CH:19]=2)[CH3:13])[C:9]2[C:4](=[CH:5][CH:6]=[CH:7][CH:8]=2)[N:3]=1. The yield is 0.570. (6) The reactants are C([O:3][C@@H:4]1[CH2:9][CH2:8][CH2:7][N:6]([C:10]2[N:11]=[C:12]3[CH:29]=[C:28](/[CH:30]=[CH:31]/[C:32]4[S:33][CH:34]=[C:35]([CH:37]([CH3:39])[CH3:38])[N:36]=4)[CH:27]=[CH:26][N:13]3[C:14](=[O:25])[C:15]=2/[CH:16]=[CH:17]/[C:18]([O:20][C:21]([CH3:24])([CH3:23])[CH3:22])=[O:19])[CH2:5]1)=O.OC1CCCN(C2N=C3C=C(/C=C/C4SC=C(C(C)C)N=4)C=CN3C(=O)C=2/C=C/C(OC(C)(C)C)=O)C1. No catalyst specified. The product is [OH:3][C@@H:4]1[CH2:9][CH2:8][CH2:7][N:6]([C:10]2[N:11]=[C:12]3[CH:29]=[C:28](/[CH:30]=[CH:31]/[C:32]4[S:33][CH:34]=[C:35]([CH:37]([CH3:39])[CH3:38])[N:36]=4)[CH:27]=[CH:26][N:13]3[C:14](=[O:25])[C:15]=2/[CH:16]=[CH:17]/[C:18]([O:20][C:21]([CH3:22])([CH3:23])[CH3:24])=[O:19])[CH2:5]1. The yield is 0.810. (7) The reactants are C(N(CC)CC)C.[CH:8]1([C:13](Cl)=[O:14])[CH2:12][CH2:11][CH2:10][CH2:9]1.[C:16]([NH:20][C:21]([C:23]1[CH:27]=[C:26]([C:28]2[CH:33]=[CH:32][C:31]([CH2:34][NH2:35])=[CH:30][N:29]=2)[N:25]([C:36]2[CH:41]=[CH:40][CH:39]=[CH:38][CH:37]=2)[N:24]=1)=[O:22])([CH3:19])([CH3:18])[CH3:17].CO. The catalyst is ClCCl. The product is [C:16]([NH:20][C:21]([C:23]1[CH:27]=[C:26]([C:28]2[CH:33]=[CH:32][C:31]([CH2:34][NH:35][C:13]([CH:8]3[CH2:12][CH2:11][CH2:10][CH2:9]3)=[O:14])=[CH:30][N:29]=2)[N:25]([C:36]2[CH:41]=[CH:40][CH:39]=[CH:38][CH:37]=2)[N:24]=1)=[O:22])([CH3:19])([CH3:17])[CH3:18]. The yield is 0.830.